This data is from HIV replication inhibition screening data with 41,000+ compounds from the AIDS Antiviral Screen. The task is: Binary Classification. Given a drug SMILES string, predict its activity (active/inactive) in a high-throughput screening assay against a specified biological target. The compound is CC(C)CCCC(C)C1CCC2C3CCC4CC(CCC=C(c5cc(Cl)c(O)c(C(=O)O)c5)c5cc(Cl)c(O)c(C(=O)O)c5)CCC4(C)C3CCC12C.[NaH]. The result is 1 (active).